From a dataset of Reaction yield outcomes from USPTO patents with 853,638 reactions. Predict the reaction yield, written as a fraction of the theoretical maximum amount of product (1.0 means a 100% yield; for example, 0.34 means a 34% yield). (1) The reactants are [CH3:1][O:2][CH2:3][CH:4]1[O:8][C:7]2([CH2:13][CH2:12][CH2:11][CH2:10][CH2:9]2)[O:6][CH:5]1[CH:14]=[N:15][OH:16].[Cl:17]N1C(=O)CCC1=O. The product is [OH:16][N:15]=[C:14]([Cl:17])[C@H:5]1[C@H:4]([CH2:3][O:2][CH3:1])[O:8][C:7]2([CH2:13][CH2:12][CH2:11][CH2:10][CH2:9]2)[O:6]1. The yield is 0.932. The catalyst is CN(C=O)C. (2) The reactants are [CH3:1][C:2]1([CH3:26])[O:6][C@H:5]([CH2:7][N:8]2[C:16]3[C:11](=[CH:12][C:13]([N+:18]([O-])=O)=[C:14]([F:17])[CH:15]=3)[CH:10]=[C:9]2[C:21]([CH3:25])([CH3:24])[CH2:22][OH:23])[CH2:4][O:3]1. The catalyst is C(O)C. The product is [NH2:18][C:13]1[CH:12]=[C:11]2[C:16](=[CH:15][C:14]=1[F:17])[N:8]([CH2:7][C@@H:5]1[CH2:4][O:3][C:2]([CH3:1])([CH3:26])[O:6]1)[C:9]([C:21]([CH3:25])([CH3:24])[CH2:22][OH:23])=[CH:10]2. The yield is 0.790. (3) The reactants are Cl.Cl.[NH2:3][C@@H:4]1[C:18](=[O:19])[N:17]2[CH2:20][C@H:21]([O:23][C:24]3[C:33]4[C:28](=[C:29]([CH3:36])[C:30]([O:34][CH3:35])=[CH:31][CH:32]=4)[N:27]=[C:26]([C:37]4[S:38][CH:39]=[C:40]([CH:42]([CH3:44])[CH3:43])[N:41]=4)[CH:25]=3)[CH2:22][C@H:16]2[C:15](=[O:45])[NH:14][C@:13]2([C:47]([NH:49][S:50]([CH:53]3[CH2:55][CH2:54]3)(=[O:52])=[O:51])=[O:48])[CH2:46][C@H:12]2[CH:11]=[CH:10][CH2:9][CH2:8][CH2:7][CH2:6][CH2:5]1.C(N(CC)C(C)C)(C)C.ClC(Cl)(O[C:69](=[O:75])OC(Cl)(Cl)Cl)Cl.[NH:77]1[CH2:82][CH2:81][S:80](=[O:84])(=[O:83])[CH2:79][CH2:78]1. The catalyst is ClC(Cl)C. The product is [CH:53]1([S:50]([NH:49][C:47]([C@@:13]23[CH2:46][C@H:12]2[CH:11]=[CH:10][CH2:9][CH2:8][CH2:7][CH2:6][CH2:5][C@H:4]([NH:3][C:69]([N:77]2[CH2:82][CH2:81][S:80](=[O:84])(=[O:83])[CH2:79][CH2:78]2)=[O:75])[C:18](=[O:19])[N:17]2[CH2:20][C@H:21]([O:23][C:24]4[C:33]5[C:28](=[C:29]([CH3:36])[C:30]([O:34][CH3:35])=[CH:31][CH:32]=5)[N:27]=[C:26]([C:37]5[S:38][CH:39]=[C:40]([CH:42]([CH3:43])[CH3:44])[N:41]=5)[CH:25]=4)[CH2:22][C@H:16]2[C:15](=[O:45])[NH:14]3)=[O:48])(=[O:51])=[O:52])[CH2:54][CH2:55]1. The yield is 0.550. (4) The reactants are [Cl:1][C:2]1[CH:7]=[CH:6][CH:5]=[CH:4][C:3]=1[C:8]1[N:9]([C:23]2[CH:28]=[CH:27][C:26]([N+:29]([O-])=O)=[CH:25][CH:24]=2)[C:10]([CH3:22])=[C:11]([C:13]([NH:15][N:16]2[CH2:21][CH2:20][CH2:19][CH2:18][CH2:17]2)=[O:14])[N:12]=1. The catalyst is C(O)C.[Pd]. The product is [NH2:29][C:26]1[CH:25]=[CH:24][C:23]([N:9]2[C:10]([CH3:22])=[C:11]([C:13]([NH:15][N:16]3[CH2:21][CH2:20][CH2:19][CH2:18][CH2:17]3)=[O:14])[N:12]=[C:8]2[C:3]2[CH:4]=[CH:5][CH:6]=[CH:7][C:2]=2[Cl:1])=[CH:28][CH:27]=1. The yield is 1.00.